Dataset: Full USPTO retrosynthesis dataset with 1.9M reactions from patents (1976-2016). Task: Predict the reactants needed to synthesize the given product. (1) Given the product [CH2:11]([O:1][C:2]1[CH:7]=[CH:6][CH:5]=[C:4]([O:8][CH2:22][CH2:21][CH2:20][CH2:19][CH2:18][CH2:17][CH2:16][CH2:15][CH2:14][CH2:13][CH2:12][CH3:11])[C:3]=1[O:9][CH2:22][CH2:21][CH2:20][CH2:19][CH2:18][CH2:17][CH2:16][CH2:15][CH2:14][CH2:13][CH2:12][CH3:11])[CH2:12][CH2:13][CH2:14][CH2:15][CH2:16][CH2:17][CH2:18][CH2:19][CH2:20][CH2:21][CH3:22], predict the reactants needed to synthesize it. The reactants are: [OH:1][C:2]1[CH:7]=[CH:6][CH:5]=[C:4]([OH:8])[C:3]=1[OH:9].Br[CH2:11][CH2:12][CH2:13][CH2:14][CH2:15][CH2:16][CH2:17][CH2:18][CH2:19][CH2:20][CH2:21][CH3:22].O. (2) Given the product [C:28]1([S:34]([OH:37])(=[O:36])=[O:35])[CH:33]=[CH:32][CH:31]=[CH:30][CH:29]=1.[Cl:1][C:2]1[CH:3]=[CH:4][C:5]([O:8][C:9]2[CH:27]=[CH:26][C:12]([O:13][CH2:14][C@@H:15]3[CH2:19][CH2:18][CH2:17][N:16]3[CH2:20][CH2:21][CH2:22][C:23]([OH:25])=[O:24])=[CH:11][CH:10]=2)=[CH:6][CH:7]=1, predict the reactants needed to synthesize it. The reactants are: [Cl:1][C:2]1[CH:7]=[CH:6][C:5]([O:8][C:9]2[CH:27]=[CH:26][C:12]([O:13][CH2:14][C@@H:15]3[CH2:19][CH2:18][CH2:17][N:16]3[CH2:20][CH2:21][CH2:22][C:23]([OH:25])=[O:24])=[CH:11][CH:10]=2)=[CH:4][CH:3]=1.[C:28]1([S:34]([OH:37])(=[O:36])=[O:35])[CH:33]=[CH:32][CH:31]=[CH:30][CH:29]=1. (3) Given the product [Cl:1][C:2]1[CH:16]=[CH:15][C:5]([O:6][CH2:7][C:8]([O:10][C:11]([CH3:14])([CH3:13])[CH3:12])=[O:9])=[C:4]([CH2:17][N:18]2[CH2:23][CH2:22][N:21]([C:38](=[O:39])[CH2:37][C:31]3[CH:36]=[CH:35][CH:34]=[CH:33][CH:32]=3)[C@H:20]([CH3:24])[C@@H:19]2[CH3:25])[CH:3]=1, predict the reactants needed to synthesize it. The reactants are: [Cl:1][C:2]1[CH:16]=[CH:15][C:5]([O:6][CH2:7][C:8]([O:10][C:11]([CH3:14])([CH3:13])[CH3:12])=[O:9])=[C:4]([CH2:17][N:18]2[CH2:23][CH2:22][NH:21][CH:20]([CH3:24])[CH:19]2[CH3:25])[CH:3]=1.C(=O)(O)[O-].[Na+].[C:31]1([CH2:37][C:38](Cl)=[O:39])[CH:36]=[CH:35][CH:34]=[CH:33][CH:32]=1. (4) Given the product [Cl:29][C:2]1[C:7]([C:8]#[N:9])=[C:6]([C:10]2[CH:15]=[CH:14][C:13]([OH:16])=[CH:12][CH:11]=2)[C:5]([C:17]#[N:18])=[C:4]([O:19][CH3:20])[N:3]=1, predict the reactants needed to synthesize it. The reactants are: N[C:2]1[C:7]([C:8]#[N:9])=[C:6]([C:10]2[CH:15]=[CH:14][C:13]([OH:16])=[CH:12][CH:11]=2)[C:5]([C:17]#[N:18])=[C:4]([O:19][CH3:20])[N:3]=1.N(OCCC(C)C)=O.[ClH:29].